Dataset: Reaction yield outcomes from USPTO patents with 853,638 reactions. Task: Predict the reaction yield, written as a fraction of the theoretical maximum amount of product (1.0 means a 100% yield; for example, 0.34 means a 34% yield). (1) The reactants are [C-:1]#[N:2].[K+].[C:4]([C:6](=[CH:12][CH:13]([CH3:15])[CH3:14])C(OCC)=O)#[N:5]. The catalyst is O.C(O)C. The product is [CH:13]([CH:12]([CH2:6][C:4]#[N:5])[C:1]#[N:2])([CH3:14])[CH3:15]. The yield is 0.740. (2) The reactants are Cl[C:2]([O:4][CH2:5][C:6]([Cl:9])([Cl:8])[Cl:7])=[O:3].[NH2:10][C:11]1[N:15]([CH2:16][CH2:17][OH:18])[N:14]=[C:13]([C:19]([CH3:22])([CH3:21])[CH3:20])[CH:12]=1.[OH-].[Na+]. The catalyst is CCOC(C)=O. The product is [Cl:7][C:6]([Cl:9])([Cl:8])[CH2:5][O:4][C:2](=[O:3])[NH:10][C:11]1[N:15]([CH2:16][CH2:17][OH:18])[N:14]=[C:13]([C:19]([CH3:22])([CH3:20])[CH3:21])[CH:12]=1. The yield is 0.180. (3) The reactants are Cl[C:2]1[CH:7]=[CH:6][C:5]([S:8]([NH2:11])(=[O:10])=[O:9])=[CH:4][CH:3]=1.[NH2:12][NH2:13]. The catalyst is O. The product is [NH:12]([C:2]1[CH:7]=[CH:6][C:5]([S:8]([NH2:11])(=[O:10])=[O:9])=[CH:4][CH:3]=1)[NH2:13]. The yield is 0.950.